Task: Predict the product of the given reaction.. Dataset: Forward reaction prediction with 1.9M reactions from USPTO patents (1976-2016) (1) Given the reactants [Na].[N+:2]([C:5]1[CH:12]=[CH:11][CH:10]=[C:9]([N+]([O-])=O)[C:6]=1[C:7]#[N:8])([O-:4])=[O:3].[CH3:16][OH:17], predict the reaction product. The product is: [CH3:16][O:17][C:9]1[CH:10]=[CH:11][CH:12]=[C:5]([N+:2]([O-:4])=[O:3])[C:6]=1[C:7]#[N:8]. (2) Given the reactants [Cl:1][C:2]1[CH:3]=[CH:4][C:5]2[N:11]3[CH:12]=[CH:13][N:14]=[C:10]3[C@@H:9]([CH2:15][CH2:16][N:17]3[CH:21]=[C:20]([C:22](OCC)=[O:23])[CH:19]=[N:18]3)[O:8][C@H:7]([C:27]3[CH:32]=[CH:31][CH:30]=[C:29]([O:33][CH3:34])[C:28]=3[O:35][CH3:36])[C:6]=2[CH:37]=1.[BH4-].[Li+].C(OCC)(=O)C, predict the reaction product. The product is: [Cl:1][C:2]1[CH:3]=[CH:4][C:5]2[N:11]3[CH:12]=[CH:13][N:14]=[C:10]3[C@@H:9]([CH2:15][CH2:16][N:17]3[CH:21]=[C:20]([CH2:22][OH:23])[CH:19]=[N:18]3)[O:8][C@H:7]([C:27]3[CH:32]=[CH:31][CH:30]=[C:29]([O:33][CH3:34])[C:28]=3[O:35][CH3:36])[C:6]=2[CH:37]=1. (3) Given the reactants [CH2:1]([N:5]1[C:9](=[S:10])[CH:8]=[C:7]([C:11]([F:14])([F:13])[F:12])[NH:6]1)[CH2:2][CH2:3][CH3:4].[C:15](=O)([O-])[O-].[K+].[K+].CI, predict the reaction product. The product is: [CH2:1]([N:5]1[C:9]([S:10][CH3:15])=[CH:8][C:7]([C:11]([F:13])([F:12])[F:14])=[N:6]1)[CH2:2][CH2:3][CH3:4]. (4) Given the reactants [F:1][C:2]1[C:3]([O:10][C:11]2[CH:16]=[CH:15][C:14](C)=[CH:13][CH:12]=2)=[C:4]([OH:9])[CH:5]=[CH:6][C:7]=1[F:8].[CH2:18]([CH:20]1[O:22][CH2:21]1)Br.[OH-].[K+].O.[CH3:26]CO, predict the reaction product. The product is: [CH2:11]([O:10][C:3]1[C:2]([F:1])=[C:7]([F:8])[CH:6]=[CH:5][C:4]=1[O:9][CH2:18][CH:20]1[CH2:21][O:22]1)[C:16]1[CH:15]=[CH:14][CH:13]=[CH:12][CH:26]=1. (5) Given the reactants C[O:2][C:3](=O)[CH2:4][C:5](=O)[CH3:6].Br[CH2:10][C:11]([C:13]1[CH:18]=[C:17]([F:19])[CH:16]=[CH:15][C:14]=1[O:20][CH3:21])=O.[CH2:22]([NH2:30])[CH2:23][C:24]1[CH:29]=[CH:28][CH:27]=[CH:26][CH:25]=1.[C@@H:31]([NH2:35])([CH2:33][CH3:34])[CH3:32], predict the reaction product. The product is: [C@@H:31]([NH:35][C:3]([C:4]1[CH:10]=[C:11]([C:13]2[CH:18]=[C:17]([F:19])[CH:16]=[CH:15][C:14]=2[O:20][CH3:21])[N:30]([CH2:22][CH2:23][C:24]2[CH:29]=[CH:28][CH:27]=[CH:26][CH:25]=2)[C:5]=1[CH3:6])=[O:2])([CH2:33][CH3:34])[CH3:32]. (6) The product is: [Cl:1][C:2]1[C:7]([C:8]2[CH:9]=[C:10]3[CH:16]=[N:15][NH:14][C:11]3=[N:12][CH:13]=2)=[CH:6][CH:5]=[CH:4][N:3]=1.[Cl:34][C:35]1[C:40]([C:18]2[CH:19]=[C:20]3[NH:26][N:25]=[CH:24][C:21]3=[N:22][CH:23]=2)=[CH:39][CH:38]=[CH:37][N:36]=1. Given the reactants [Cl:1][C:2]1[C:7]([C:8]2[CH:9]=[C:10]3[CH:16]=[N:15][NH:14][C:11]3=[N:12][CH:13]=2)=[CH:6][CH:5]=[CH:4][N:3]=1.Br[C:18]1[CH:19]=[C:20]2[N:26](C(OC(C)(C)C)=O)[N:25]=[CH:24][C:21]2=[N:22][CH:23]=1.[Cl:34][C:35]1[C:40](B2OC(C)(C)C(C)(C)O2)=[CH:39][CH:38]=[CH:37][N:36]=1.C([O-])([O-])=O.[Na+].[Na+], predict the reaction product. (7) Given the reactants [NH2:1][C:2]1[CH:3]=[C:4]([C:18]([OH:20])=[O:19])[CH:5]=[C:6]([C:8]2[CH:13]=[CH:12][C:11]([C:14]([F:17])([F:16])[F:15])=[CH:10][CH:9]=2)[CH:7]=1.[CH3:21][O:22][C:23]1[N:28]=[C:27]([O:29][CH3:30])[C:26]([C:31]2[CH:40]=[C:39]3[C:34]([C:35](Cl)=[C:36]([C:41]([NH2:43])=[O:42])[CH:37]=[N:38]3)=[CH:33][CH:32]=2)=[CH:25][N:24]=1, predict the reaction product. The product is: [NH2:43][C:41]([C:36]1[CH:37]=[N:38][C:39]2[C:34]([C:35]=1[NH:1][C:2]1[CH:3]=[C:4]([C:18]([OH:20])=[O:19])[CH:5]=[C:6]([C:8]3[CH:13]=[CH:12][C:11]([C:14]([F:15])([F:16])[F:17])=[CH:10][CH:9]=3)[CH:7]=1)=[CH:33][CH:32]=[C:31]([C:26]1[C:27]([O:29][CH3:30])=[N:28][C:23]([O:22][CH3:21])=[N:24][CH:25]=1)[CH:40]=2)=[O:42]. (8) Given the reactants OCCCN1C=C(C2C=CC(N[C:22]3[C:27]([C:28]([F:31])([F:30])[F:29])=[CH:26][N:25]=[C:24]([NH:32][C:33]4[CH:47]=[CH:46][C:36]([CH2:37][P:38](=[O:45])([O:42][CH2:43][CH3:44])[O:39][CH2:40][CH3:41])=[CH:35][C:34]=4[O:48][CH3:49])[N:23]=3)=C3C=2CN(C)C3=O)C=N1.[NH2:50][C:51]1[C:52]([C:67]([NH:69][CH3:70])=[O:68])=[N:53][C:54]([C:57]2[CH:58]=[N:59][N:60]([CH2:63][CH2:64][CH2:65][OH:66])[C:61]=2[CH3:62])=[CH:55][CH:56]=1, predict the reaction product. The product is: [OH:66][CH2:65][CH2:64][CH2:63][N:60]1[C:61]([CH3:62])=[C:57]([C:54]2[N:53]=[C:52]([C:67](=[O:68])[NH:69][CH3:70])[C:51]([NH:50][C:26]3[C:27]([C:28]([F:29])([F:30])[F:31])=[CH:22][N:23]=[C:24]([NH:32][C:33]4[CH:47]=[CH:46][C:36]([CH2:37][P:38](=[O:45])([O:42][CH2:43][CH3:44])[O:39][CH2:40][CH3:41])=[CH:35][C:34]=4[O:48][CH3:49])[N:25]=3)=[CH:56][CH:55]=2)[CH:58]=[N:59]1.